From a dataset of Reaction yield outcomes from USPTO patents with 853,638 reactions. Predict the reaction yield, written as a fraction of the theoretical maximum amount of product (1.0 means a 100% yield; for example, 0.34 means a 34% yield). The reactants are C([O-])([O-])=O.[Cs+].[Cs+].[Cl:7][C:8]1[CH:13]=[CH:12][C:11]([C:14]2[C:18]3[CH2:19][N:20]([C:23](=[O:25])[CH3:24])[CH2:21][CH2:22][C:17]=3[NH:16][N:15]=2)=[CH:10][CH:9]=1.Br[CH2:27][CH2:28][CH2:29][Cl:30].O. The catalyst is CN(C=O)C. The product is [Cl:7][C:8]1[CH:9]=[CH:10][C:11]([C:14]2[C:18]3[CH2:19][N:20]([C:23](=[O:25])[CH3:24])[CH2:21][CH2:22][C:17]=3[N:16]([CH2:27][CH2:28][CH2:29][Cl:30])[N:15]=2)=[CH:12][CH:13]=1. The yield is 0.830.